This data is from Full USPTO retrosynthesis dataset with 1.9M reactions from patents (1976-2016). The task is: Predict the reactants needed to synthesize the given product. (1) Given the product [S:1]1[C:5]2[CH:6]=[CH:7][CH:8]=[CH:9][C:4]=2[N:3]=[C:2]1[NH:10][C:11]([C:12]1[CH:13]=[CH:14][C:15]([O:18][C:19]2[CH:24]=[CH:23][N:22]=[C:21]3[NH:25][N:26]=[C:27]([NH:28][C@@H:29]4[CH2:34][CH2:33][CH2:32][N:31]([C:42]([NH:41][CH2:39][CH3:40])=[O:43])[CH2:30]4)[C:20]=23)=[CH:16][CH:17]=1)=[O:35], predict the reactants needed to synthesize it. The reactants are: [S:1]1[C:5]2[CH:6]=[CH:7][CH:8]=[CH:9][C:4]=2[N:3]=[C:2]1[NH:10][C:11](=[O:35])[C:12]1[CH:17]=[CH:16][C:15]([O:18][C:19]2[CH:24]=[CH:23][N:22]=[C:21]3[NH:25][N:26]=[C:27]([NH:28][C@@H:29]4[CH2:34][CH2:33][CH2:32][NH:31][CH2:30]4)[C:20]=23)=[CH:14][CH:13]=1.C(Cl)Cl.[CH2:39]([N:41]=[C:42]=[O:43])[CH3:40]. (2) Given the product [N+:20]([C:17]1[CH:16]=[CH:15][C:14]([N:9]2[C:10](=[O:13])[CH2:11][CH2:12][C@H:8]2[C:6]([OH:7])=[O:5])=[CH:19][CH:18]=1)([O-:22])=[O:21], predict the reactants needed to synthesize it. The reactants are: C([O:5][C:6]([C@@H:8]1[CH2:12][CH2:11][C:10](=[O:13])[N:9]1[C:14]1[CH:19]=[CH:18][C:17]([N+:20]([O-:22])=[O:21])=[CH:16][CH:15]=1)=[O:7])(C)(C)C.FC(F)(F)C(O)=O.